From a dataset of Full USPTO retrosynthesis dataset with 1.9M reactions from patents (1976-2016). Predict the reactants needed to synthesize the given product. (1) Given the product [F:11][C:12]1[CH:17]=[C:16]([CH2:18][C:19]([C:20]2[CH:25]=[CH:24][CH:23]=[CH:22][CH:21]=2)=[O:26])[CH:15]=[CH:14][N:13]=1, predict the reactants needed to synthesize it. The reactants are: C[Si]([N-][Si](C)(C)C)(C)C.[Na+].[F:11][C:12]1[CH:17]=[C:16]([CH3:18])[CH:15]=[CH:14][N:13]=1.[C:19](OCC)(=[O:26])[C:20]1[CH:25]=[CH:24][CH:23]=[CH:22][CH:21]=1.Cl.[OH-].[Na+]. (2) Given the product [CH:1]1([C:6]([O:8][CH2:12][C:13]2[CH:18]=[CH:17][CH:16]=[CH:15][CH:14]=2)=[O:7])[CH2:5][CH:4]=[CH:3][CH2:2]1, predict the reactants needed to synthesize it. The reactants are: [CH:1]1([C:6]([OH:8])=[O:7])[CH2:5][CH:4]=[CH:3][CH2:2]1.[H-].[Na+].Br[CH2:12][C:13]1[CH:18]=[CH:17][CH:16]=[CH:15][CH:14]=1. (3) Given the product [Cl:23][C:3]1[C:2]([F:28])=[CH:7][C:6]([S:8][C:9]2[CH:19]=[CH:18][CH:17]=[CH:16][C:10]=2[C:11]([N:13]([CH3:15])[CH3:14])=[O:12])=[C:5]([N+:20]([O-:22])=[O:21])[CH:4]=1, predict the reactants needed to synthesize it. The reactants are: N[C:2]1[C:3]([Cl:23])=[CH:4][C:5]([N+:20]([O-:22])=[O:21])=[C:6]([S:8][C:9]2[CH:19]=[CH:18][CH:17]=[CH:16][C:10]=2[C:11]([N:13]([CH3:15])[CH3:14])=[O:12])[CH:7]=1.N([O-])=O.[Na+].[F:28][P-](F)(F)(F)(F)F.[H+].